Predict the reaction yield, written as a fraction of the theoretical maximum amount of product (1.0 means a 100% yield; for example, 0.34 means a 34% yield). From a dataset of Reaction yield outcomes from USPTO patents with 853,638 reactions. (1) The reactants are [CH2:1]([N:4](CC)[C:5]1[CH:10]=[CH:9][CH:8]=[CH:7][CH:6]=1)[CH:2]=C.C[N+]1([O-])CC[O:17]CC1.[CH3:21][C:22]([CH3:24])=[O:23].O. The catalyst is C([O-])(O)=O.[Na+].[O-]S([O-])(=S)=O.[Na+].[Na+].O=[Os](=O)(=O)=O. The product is [CH2:1]([N:4]([C:5]1[CH:10]=[CH:9][CH:8]=[CH:7][CH:6]=1)[CH2:21][CH:22]([OH:23])[CH2:24][OH:17])[CH3:2]. The yield is 0.860. (2) The reactants are Br[C:2]1[CH:7]=[CH:6][C:5]([C:8]2[N:12]=[C:11]([C:13]3[CH:18]=[CH:17][C:16]([O:19][CH2:20][CH3:21])=[C:15]([O:22][CH2:23][CH3:24])[CH:14]=3)[O:10][N:9]=2)=[CH:4][CH:3]=1.FC(F)(F)C1C=CC=CC=1Br.B1([C:45]2[CH2:50][CH2:49][N:48](C(OC(C)(C)C)=O)[CH2:47][CH:46]=2)OC(C)(C)C(C)(C)O1.B(O)O. No catalyst specified. The product is [CH2:23]([O:22][C:15]1[CH:14]=[C:13]([C:11]2[O:10][N:9]=[C:8]([C:5]3[CH:6]=[CH:7][C:2]([C:45]4[CH2:50][CH2:49][NH:48][CH2:47][CH:46]=4)=[CH:3][CH:4]=3)[N:12]=2)[CH:18]=[CH:17][C:16]=1[O:19][CH2:20][CH3:21])[CH3:24]. The yield is 0.570. (3) The yield is 0.710. The reactants are [NH:1]1[C:9]2[C:4](=[CH:5][CH:6]=[CH:7][CH:8]=2)[C:3]([C:10]([OH:12])=O)=[N:2]1.[CH3:13][NH2+:14][CH3:15].ON1C2C=CC=CC=2N=N1.Cl.C(N=C=NCCCN(C)C)C.O. The product is [CH3:13][N:14]([CH3:15])[C:10]([C:3]1[C:4]2[C:9](=[CH:8][CH:7]=[CH:6][CH:5]=2)[NH:1][N:2]=1)=[O:12]. The catalyst is C1COCC1. (4) The reactants are [C:1]([O:4][C:5]1[CH:10]=[CH:9][C:8]([C:11]2[O:12][C:13]3[C:19](Br)=[CH:18][C:17]([O:21][C:22](=[O:24])[CH3:23])=[CH:16][C:14]=3[N:15]=2)=[CH:7][C:6]=1[F:25])(=[O:3])[CH3:2].[CH2:26]([Sn](CCCC)(CCCC)C=C)[CH2:27]CC.CC1C=CC(C)=CC=1. The catalyst is C(OCC)C. The product is [C:22]([O:21][C:17]1[CH:18]=[C:19]([CH:26]=[CH2:27])[C:13]2[O:12][C:11]([C:8]3[CH:9]=[CH:10][C:5]([O:4][C:1](=[O:3])[CH3:2])=[C:6]([F:25])[CH:7]=3)=[N:15][C:14]=2[CH:16]=1)(=[O:24])[CH3:23]. The yield is 0.560. (5) The reactants are BrC1[CH:3]=[CH:4][C:5]([F:17])=[C:6]([S:8][CH:9]2[CH2:14][CH2:13][CH2:12][C:11](C)(C)[CH2:10]2)[CH:7]=1.[C:18](=[O:21])([O-])[O-:19].[Na+].[Na+].[CH3:24]C1(C)C2C(=C(P(C3C=CC=CC=3)C3C=CC=CC=3)C=CC=2)OC2C(P(C3C=CC=CC=3)C3C=CC=CC=3)=CC=CC1=2.[C]=O.[Cl:68][C:69]1[CH:70]=[C:71]([CH:73]=[CH:74][C:75]=1[F:76])[NH2:72].CC[O:79][CH2:80][CH3:81]. The catalyst is C([O-])(=O)C.[Pd+2].C([O-])(=O)C.C1(C)C=CC=CC=1. The product is [Cl:68][C:69]1[CH:70]=[C:71]([NH:72][C:80]([C:81]2[CH:3]=[CH:4][C:5]([F:17])=[C:6]([S:8][CH:9]3[CH2:14][CH2:13][CH:12]([C:18]([O:19][CH3:24])=[O:21])[CH2:11][CH2:10]3)[CH:7]=2)=[O:79])[CH:73]=[CH:74][C:75]=1[F:76]. The yield is 0.0500. (6) The reactants are [OH:1][CH2:2][C:3]1[CH:8]=[CH:7][C:6](B(O)O)=[CH:5][CH:4]=1.[NH2:12][C:13]1[N:14]=[C:15]([N:24]2[CH2:29][CH2:28][N:27]([C:30](=[O:40])[CH2:31][O:32][C:33]3[CH:38]=[CH:37][C:36]([Cl:39])=[CH:35][CH:34]=3)[CH2:26][CH2:25]2)[C:16]2[N:22]=[C:21](Cl)[CH:20]=[CH:19][C:17]=2[N:18]=1. No catalyst specified. The product is [NH2:12][C:13]1[N:14]=[C:15]([N:24]2[CH2:25][CH2:26][N:27]([C:30](=[O:40])[CH2:31][O:32][C:33]3[CH:38]=[CH:37][C:36]([Cl:39])=[CH:35][CH:34]=3)[CH2:28][CH2:29]2)[C:16]2[N:22]=[C:21]([C:6]3[CH:7]=[CH:8][C:3]([CH2:2][OH:1])=[CH:4][CH:5]=3)[CH:20]=[CH:19][C:17]=2[N:18]=1. The yield is 1.00. (7) The reactants are C([NH:3][C:4]1[CH:9]=[CH:8][C:7]([C:10]2[CH:15]=[CH:14][C:13]([C:16](=[O:25])[CH2:17][C:18]([CH3:24])([CH3:23])[C:19]([O:21][CH3:22])=[O:20])=[CH:12][CH:11]=2)=[CH:6][CH:5]=1)=O.Cl. The catalyst is CO. The product is [NH2:3][C:4]1[CH:5]=[CH:6][C:7]([C:10]2[CH:15]=[CH:14][C:13]([C:16](=[O:25])[CH2:17][C:18]([CH3:23])([CH3:24])[C:19]([O:21][CH3:22])=[O:20])=[CH:12][CH:11]=2)=[CH:8][CH:9]=1. The yield is 0.950. (8) The reactants are Cl[C:2]1[C:3]2[S:10][CH:9]=[C:8]([C:11]([NH:13][C:14]3[C:19]([Cl:20])=[CH:18][CH:17]=[C:16]([NH:21][S:22]([CH2:25][CH2:26][CH3:27])(=[O:24])=[O:23])[C:15]=3[Cl:28])=[O:12])[C:4]=2[N:5]=[CH:6][N:7]=1.[CH:29]1([NH2:32])[CH2:31][CH2:30]1.C(N(CC)C(C)C)(C)C. The catalyst is C(O)(C)C. The product is [Cl:28][C:15]1[C:16]([NH:21][S:22]([CH2:25][CH2:26][CH3:27])(=[O:24])=[O:23])=[CH:17][CH:18]=[C:19]([Cl:20])[C:14]=1[NH:13][C:11]([C:8]1[C:4]2[N:5]=[CH:6][N:7]=[C:2]([NH:32][CH:29]3[CH2:31][CH2:30]3)[C:3]=2[S:10][CH:9]=1)=[O:12]. The yield is 0.520. (9) The reactants are O[CH2:2][C:3]1[CH:4]=[CH:5][C:6]([O:11][C:12]2[CH:17]=[CH:16][CH:15]=[C:14]([C:18]([F:21])([F:20])[F:19])[CH:13]=2)=[C:7]([CH:10]=1)[C:8]#[N:9].S(Cl)([Cl:24])=O. The catalyst is C(Cl)Cl. The product is [Cl:24][CH2:2][C:3]1[CH:4]=[CH:5][C:6]([O:11][C:12]2[CH:17]=[CH:16][CH:15]=[C:14]([C:18]([F:21])([F:20])[F:19])[CH:13]=2)=[C:7]([CH:10]=1)[C:8]#[N:9]. The yield is 0.940.